Dataset: Reaction yield outcomes from USPTO patents with 853,638 reactions. Task: Predict the reaction yield, written as a fraction of the theoretical maximum amount of product (1.0 means a 100% yield; for example, 0.34 means a 34% yield). (1) The reactants are [C:1](C1NC=CN=1)(C1NC=CN=1)=[O:2].[CH3:13][O:14][C:15](=[O:37])[C@H:16]([NH:26][C:27]([O:29][CH2:30][C:31]1[CH:36]=[CH:35][CH:34]=[CH:33][CH:32]=1)=[O:28])[CH2:17][C:18]1[CH:23]=[CH:22][C:21]([NH2:24])=[C:20]([OH:25])[CH:19]=1.C(N(C(C)C)CC)(C)C. The catalyst is C(Cl)Cl. The product is [CH3:13][O:14][C:15](=[O:37])[C@H:16]([NH:26][C:27]([O:29][CH2:30][C:31]1[CH:36]=[CH:35][CH:34]=[CH:33][CH:32]=1)=[O:28])[CH2:17][C:18]1[CH:23]=[CH:22][C:21]2[NH:24][C:1](=[O:2])[O:25][C:20]=2[CH:19]=1. The yield is 0.510. (2) The reactants are C(N(CCCC)C(C1N=C(C2C=CC(C(O)=O)=CC=2C(N2CCC3C(=CC=CC=3)C2)=O)N(C)C=1)=O)CCC.[CH2:39]([N:43]([CH2:78][CH2:79][CH2:80][CH3:81])[C:44]([C:46]1[N:47]=[C:48]([C:56]2[CH:65]=[CH:64][C:59]([C:60]([O:62]C)=[O:61])=[CH:58][C:57]=2[C:66]([N:68]2[CH2:77][CH2:76][C:75]3[C:70](=[CH:71][CH:72]=[CH:73][CH:74]=3)[CH2:69]2)=[O:67])[N:49]([CH2:51][C:52]([NH:54][CH3:55])=[O:53])[CH:50]=1)=[O:45])[CH2:40][CH2:41][CH3:42]. No catalyst specified. The product is [CH2:78]([N:43]([CH2:39][CH2:40][CH2:41][CH3:42])[C:44]([C:46]1[N:47]=[C:48]([C:56]2[CH:65]=[CH:64][C:59]([C:60]([OH:62])=[O:61])=[CH:58][C:57]=2[C:66]([N:68]2[CH2:77][CH2:76][C:75]3[C:70](=[CH:71][CH:72]=[CH:73][CH:74]=3)[CH2:69]2)=[O:67])[N:49]([CH2:51][C:52]([NH:54][CH3:55])=[O:53])[CH:50]=1)=[O:45])[CH2:79][CH2:80][CH3:81]. The yield is 0.770.